This data is from Forward reaction prediction with 1.9M reactions from USPTO patents (1976-2016). The task is: Predict the product of the given reaction. (1) Given the reactants Cl.Cl.[CH3:3][N:4]1[CH2:9][CH2:8][CH:7]([N:10]([CH2:25][C:26]2[CH:31]=[CH:30][CH:29]=[CH:28][C:27]=2[C:32]([F:35])([F:34])[F:33])[C:11](=[O:24])[CH2:12][NH:13][C:14]2[CH:23]=[CH:22][CH:21]=[C:20]3[C:15]=2[CH2:16][CH2:17][NH:18][CH2:19]3)[CH2:6][CH2:5]1.[CH:36]1([CH:39]=O)[CH2:38][CH2:37]1.[BH3-]C#N.[Na+].O, predict the reaction product. The product is: [CH:36]1([CH2:39][N:18]2[CH2:17][CH2:16][C:15]3[C:20](=[CH:21][CH:22]=[CH:23][C:14]=3[NH:13][CH2:12][C:11]([N:10]([CH:7]3[CH2:8][CH2:9][N:4]([CH3:3])[CH2:5][CH2:6]3)[CH2:25][C:26]3[CH:31]=[CH:30][CH:29]=[CH:28][C:27]=3[C:32]([F:35])([F:33])[F:34])=[O:24])[CH2:19]2)[CH2:38][CH2:37]1. (2) The product is: [O:1]=[CH:2][C@@H:3]([C@H:5]([C@@H:7]([C@@H:9]([CH2:11][OH:12])[OH:10])[OH:8])[OH:6])[OH:4]. Given the reactants [O:1](CC1C=CC(N)=CC=1)[C@@H:2]1[O:10][C@H:9]([CH2:11][OH:12])[C@@H:7]([OH:8])[C@H:5]([OH:6])[C@H:3]1[OH:4], predict the reaction product. (3) Given the reactants [CH3:1][N:2]1[CH2:7][CH2:6][C:5]([CH2:27][C:28]([O:30][CH2:31][CH3:32])=[O:29])([NH:8][S:9](=[O:26])(=[O:25])[NH:10][C:11]2[CH:16]=[CH:15][C:14]([CH2:17][CH2:18][CH2:19][CH2:20][CH2:21][CH2:22][CH2:23][CH3:24])=[CH:13][CH:12]=2)[CH2:4][CH2:3]1.[CH3:33][I:34], predict the reaction product. The product is: [I-:34].[CH2:31]([O:30][C:28](=[O:29])[CH2:27][C:5]1([NH:8][S:9](=[O:25])(=[O:26])[NH:10][C:11]2[CH:12]=[CH:13][C:14]([CH2:17][CH2:18][CH2:19][CH2:20][CH2:21][CH2:22][CH2:23][CH3:24])=[CH:15][CH:16]=2)[CH2:6][CH2:7][N+:2]([CH3:33])([CH3:1])[CH2:3][CH2:4]1)[CH3:32]. (4) Given the reactants [CH2:1]([O:3][C:4](=[O:19])[CH2:5][C:6]1[CH:15]=[CH:14][CH:13]=[C:12]([N+:16]([O-])=O)[C:7]=1[C:8]([O:10][CH3:11])=[O:9])[CH3:2], predict the reaction product. The product is: [NH2:16][C:12]1[CH:13]=[CH:14][CH:15]=[C:6]([CH2:5][C:4]([O:3][CH2:1][CH3:2])=[O:19])[C:7]=1[C:8]([O:10][CH3:11])=[O:9]. (5) The product is: [Cl:45][C:36]1[CH:35]=[CH:34][CH:33]=[C:32]([N:37]([C:38]([CH3:39])([CH3:40])[CH3:41])[CH3:42])[C:31]=1[C:30]([N:29]([CH2:27][CH3:28])[CH3:44])=[O:43]. Given the reactants [Li]C(CC)C.C1CCCCC1.C(=O)=O.CC(C)=O.CN(CCN(C)C)C.[CH2:27]([N:29]([CH3:44])[C:30](=[O:43])[C:31]1[CH:36]=[CH:35][CH:34]=[CH:33][C:32]=1[N:37]([CH3:42])[C:38]([CH3:41])([CH3:40])[CH3:39])[CH3:28].[Cl:45]C(Cl)(Cl)C(Cl)(Cl)Cl, predict the reaction product. (6) Given the reactants [CH3:1][C@H:2]1[NH:7][C@@H:6]([CH3:8])[CH2:5][N:4]([CH2:9][C:10]([NH:12][C:13]2[CH:18]=[CH:17][CH:16]=[C:15]([F:19])[C:14]=2[CH3:20])=[O:11])[CH2:3]1.[CH3:21][S:22]([C:25]1[CH:30]=[CH:29][CH:28]=[CH:27][C:26]=1[S:31](Cl)(=[O:33])=[O:32])(=[O:24])=[O:23], predict the reaction product. The product is: [CH3:21][S:22]([C:25]1[CH:30]=[CH:29][CH:28]=[CH:27][C:26]=1[S:31]([N:7]1[C@@H:2]([CH3:1])[CH2:3][N:4]([CH2:9][C:10]([NH:12][C:13]2[CH:18]=[CH:17][CH:16]=[C:15]([F:19])[C:14]=2[CH3:20])=[O:11])[CH2:5][C@H:6]1[CH3:8])(=[O:33])=[O:32])(=[O:24])=[O:23]. (7) Given the reactants [CH2:1]([NH2:17])[CH2:2][CH2:3][CH2:4][CH2:5][CH2:6][CH2:7][CH2:8][CH2:9][CH2:10][CH2:11][CH2:12][CH2:13][CH2:14][CH2:15][CH3:16].[CH2:18]([NH:21][S:22](Cl)(=[O:24])=[O:23])[CH2:19][CH3:20], predict the reaction product. The product is: [CH2:1]([NH:17][S:22]([NH:21][CH2:18][CH2:19][CH3:20])(=[O:24])=[O:23])[CH2:2][CH2:3][CH2:4][CH2:5][CH2:6][CH2:7][CH2:8][CH2:9][CH2:10][CH2:11][CH2:12][CH2:13][CH2:14][CH2:15][CH3:16]. (8) Given the reactants [CH2:1]([C:3]1[C:7]([CH2:8][CH3:9])=[CH:6][NH:5][C:4]=1C(OCC)=O)[CH3:2].[OH-].[K+], predict the reaction product. The product is: [CH2:1]([C:3]1[C:7]([CH2:8][CH3:9])=[CH:6][NH:5][CH:4]=1)[CH3:2]. (9) Given the reactants I[C:2]1[CH:7]=[CH:6][C:5]([NH:8][C:9]([C:11]2[C:12]([C:17]3[CH:22]=[CH:21][C:20]([C:23]([F:26])([F:25])[F:24])=[CH:19][CH:18]=3)=[CH:13][CH:14]=[CH:15][CH:16]=2)=[O:10])=[CH:4][CH:3]=1.[CH2:27]([N:30]1[C:34](=[O:35])[C:33]2=[CH:36][CH:37]=[CH:38][CH:39]=[C:32]2[C:31]1=[O:40])[CH:28]=[CH2:29].C(N(CC)CC)C, predict the reaction product. The product is: [O:40]=[C:31]1[C:32]2[C:33](=[CH:36][CH:37]=[CH:38][CH:39]=2)[C:34](=[O:35])[N:30]1[CH2:27]/[CH:28]=[CH:29]/[C:2]1[CH:3]=[CH:4][C:5]([NH:8][C:9]([C:11]2[C:12]([C:17]3[CH:22]=[CH:21][C:20]([C:23]([F:25])([F:26])[F:24])=[CH:19][CH:18]=3)=[CH:13][CH:14]=[CH:15][CH:16]=2)=[O:10])=[CH:6][CH:7]=1. (10) Given the reactants Cl[CH2:2][C:3]1[CH:8]=[CH:7][CH:6]=[C:5]([S:9][CH:10]([CH3:12])[CH3:11])[N:4]=1.C([O:15][C:16]([CH:18]1[CH2:20][CH:19]1[C:21]1[CH:26]=[CH:25][C:24]([OH:27])=[C:23]([CH3:28])[C:22]=1[CH3:29])=[O:17])C, predict the reaction product. The product is: [CH:10]([S:9][C:5]1[N:4]=[C:3]([CH2:2][O:27][C:24]2[CH:25]=[CH:26][C:21]([CH:19]3[CH2:20][CH:18]3[C:16]([OH:17])=[O:15])=[C:22]([CH3:29])[C:23]=2[CH3:28])[CH:8]=[CH:7][CH:6]=1)([CH3:12])[CH3:11].